This data is from Forward reaction prediction with 1.9M reactions from USPTO patents (1976-2016). The task is: Predict the product of the given reaction. (1) Given the reactants [CH2:1]([C:3]1[S:29][C:6]2[N:7]([CH2:14][C:15]3[CH:20]=[CH:19][C:18]([C:21]4[C:22]([C:27]#[N:28])=[CH:23][CH:24]=[CH:25][CH:26]=4)=[CH:17][CH:16]=3)[C:8](=[O:13])[CH2:9][NH:10][C:11](=[O:12])[C:5]=2[CH:4]=1)[CH3:2].Br[CH2:31][CH2:32][C:33]1[CH:38]=[CH:37][CH:36]=[CH:35][CH:34]=1.CN(C)C=O.[H-].[Na+], predict the reaction product. The product is: [CH2:1]([C:3]1[S:29][C:6]2[N:7]([CH2:14][C:15]3[CH:20]=[CH:19][C:18]([C:21]4[C:22]([C:27]#[N:28])=[CH:23][CH:24]=[CH:25][CH:26]=4)=[CH:17][CH:16]=3)[C:8](=[O:13])[CH2:9][N:10]([CH2:31][CH2:32][C:33]3[CH:38]=[CH:37][CH:36]=[CH:35][CH:34]=3)[C:11](=[O:12])[C:5]=2[CH:4]=1)[CH3:2]. (2) Given the reactants [NH2:1][C:2]1[S:3][C:4]([C:10]2[C:15]([F:16])=[CH:14][C:13]([C:17]([OH:20])([CH3:19])[CH3:18])=[CH:12][C:11]=2[F:21])=[CH:5][C:6]=1[C:7]([NH2:9])=[O:8].Cl[C:23]1[CH:28]=[CH:27][N:26]=[C:25]([O:29][CH2:30][CH2:31][Si:32]([CH3:35])([CH3:34])[CH3:33])[N:24]=1, predict the reaction product. The product is: [F:16][C:15]1[CH:14]=[C:13]([C:17]([OH:20])([CH3:18])[CH3:19])[CH:12]=[C:11]([F:21])[C:10]=1[C:4]1[S:3][C:2]([NH:1][C:27]2[CH:28]=[CH:23][N:24]=[C:25]([O:29][CH2:30][CH2:31][Si:32]([CH3:35])([CH3:34])[CH3:33])[N:26]=2)=[C:6]([C:7]([NH2:9])=[O:8])[CH:5]=1. (3) The product is: [CH2:5]1[C:24]2[C:25](=[CH:26][CH:21]=[CH:22][CH:23]=2)[CH2:6][CH2:4]1. Given the reactants CCN(C(C)C)[CH:4]([CH3:6])[CH3:5].CCN=C=NCCCN(C)C.[CH:21]1[CH:22]=[CH:23][C:24]2N(O)N=N[C:25]=2[CH:26]=1, predict the reaction product. (4) Given the reactants [C:1]([Si:5](Cl)([CH3:7])[CH3:6])([CH3:4])([CH3:3])[CH3:2].[F:9][C:10]1[CH:11]=[C:12]([OH:26])[CH:13]=[CH:14][C:15]=1[CH2:16][NH:17][C:18]1[CH:23]=[CH:22][C:21]([O:24][CH3:25])=[CH:20][CH:19]=1.N1C=CN=C1, predict the reaction product. The product is: [Si:5]([O:26][C:12]1[CH:13]=[CH:14][C:15]([CH2:16][NH:17][C:18]2[CH:19]=[CH:20][C:21]([O:24][CH3:25])=[CH:22][CH:23]=2)=[C:10]([F:9])[CH:11]=1)([C:1]([CH3:4])([CH3:3])[CH3:2])([CH3:7])[CH3:6]. (5) Given the reactants [CH2:1]1[C:9]2[C:4](=[CH:5][CH:6]=[CH:7][CH:8]=2)[CH2:3][CH:2]1[NH:10][C:11](=[O:21])[C:12]1[C:13](=[CH:17][CH:18]=[CH:19][CH:20]=1)[C:14]([OH:16])=O, predict the reaction product. The product is: [CH2:3]1[C:4]2[C:9](=[CH:8][CH:7]=[CH:6][CH:5]=2)[CH2:1][CH:2]1[N:10]1[C:14](=[O:16])[C:13]2[C:12](=[CH:20][CH:19]=[CH:18][CH:17]=2)[C:11]1=[O:21]. (6) Given the reactants [NH2:1][C:2]1[CH:3]=[C:4]2[C:8](=[CH:9][CH:10]=1)[N:7]([CH2:11][CH2:12][CH3:13])[C:6](=[O:14])[CH2:5]2.[CH3:15][O:16][C:17]([C@@H:19]1[O:21][CH2:20]1)=[O:18].FC(F)(F)S([O-])(=O)=O.[Li+], predict the reaction product. The product is: [CH3:15][O:16][C:17](=[O:18])[C@H:19]([OH:21])[CH2:20][NH:1][C:2]1[CH:3]=[C:4]2[C:8](=[CH:9][CH:10]=1)[N:7]([CH2:11][CH2:12][CH3:13])[C:6](=[O:14])[CH2:5]2. (7) Given the reactants Cl[C:2]1[C:7]2[O:8][CH2:9][CH2:10][N:11]([CH:12]3[CH2:17][CH2:16][N:15]([C:18]([O:20][CH:21]([CH3:23])[CH3:22])=[O:19])[CH2:14][CH2:13]3)[C:6]=2[N:5]=[CH:4][N:3]=1.[F:24][C:25]1[CH:26]=[C:27]([CH:30]=[CH:31][C:32]=1[OH:33])[C:28]#[N:29].C([O-])([O-])=O.[K+].[K+], predict the reaction product. The product is: [C:28]([C:27]1[CH:30]=[CH:31][C:32]([O:33][C:2]2[C:7]3[O:8][CH2:9][CH2:10][N:11]([CH:12]4[CH2:17][CH2:16][N:15]([C:18]([O:20][CH:21]([CH3:23])[CH3:22])=[O:19])[CH2:14][CH2:13]4)[C:6]=3[N:5]=[CH:4][N:3]=2)=[C:25]([F:24])[CH:26]=1)#[N:29]. (8) Given the reactants [Cl:1][C:2]1[C:7]([C:8]2[CH:13]=[CH:12][CH:11]=[CH:10][CH:9]=2)=[N:6][N:5]=[C:4]2[N:14]([CH2:23][C:24](O)=[O:25])[N:15]=[C:16]([C:17]3[CH:22]=[CH:21][CH:20]=[CH:19][CH:18]=3)[C:3]=12.ClC1C(C2C=CC=CC=2)=NN=C2N(CC(NC)=O)N=C(C3C=CC=CC=3)C=12.[N+:54]([C:57]1[C:62]2=[N:63][O:64][N:65]=[C:61]2[C:60]([NH:66][CH2:67][CH2:68][CH2:69][NH2:70])=[CH:59][CH:58]=1)([O-:56])=[O:55], predict the reaction product. The product is: [Cl:1][C:2]1[C:7]([C:8]2[CH:13]=[CH:12][CH:11]=[CH:10][CH:9]=2)=[N:6][N:5]=[C:4]2[N:14]([CH2:23][C:24]([NH:70][CH2:69][CH2:68][CH2:67][NH:66][C:60]3[C:61]4[C:62](=[N:63][O:64][N:65]=4)[C:57]([N+:54]([O-:56])=[O:55])=[CH:58][CH:59]=3)=[O:25])[N:15]=[C:16]([C:17]3[CH:22]=[CH:21][CH:20]=[CH:19][CH:18]=3)[C:3]=12. (9) Given the reactants [CH3:1][C@:2]1([CH2:8][O:9][CH2:10][CH2:11][O:12][CH:13]2[CH2:18][CH2:17][CH2:16][CH2:15][O:14]2)[CH2:7][CH2:6][CH2:5][NH:4][CH2:3]1.[F:19][C:20]1[CH:21]=[CH:22][C:23]2[O:28][CH2:27][C@H:26]([CH2:29]OS(C)(=O)=O)[O:25][C:24]=2[CH:35]=1.C([O-])([O-])=O.[K+].[K+].O, predict the reaction product. The product is: [F:19][C:20]1[CH:21]=[CH:22][C:23]2[O:28][CH2:27][C@H:26]([CH2:29][N:4]3[CH2:5][CH2:6][CH2:7][C:2]([CH3:1])([CH2:8][O:9][CH2:10][CH2:11][O:12][C@H:13]4[CH2:18][CH2:17][CH2:16][CH2:15][O:14]4)[CH2:3]3)[O:25][C:24]=2[CH:35]=1.